This data is from Full USPTO retrosynthesis dataset with 1.9M reactions from patents (1976-2016). The task is: Predict the reactants needed to synthesize the given product. (1) Given the product [CH3:18][N:14]([CH:11]1[CH2:12][CH2:13][N:8]([C:4]2[CH:5]=[CH:6][CH:7]=[C:2]([B:19]3[O:23][C:22]([CH3:25])([CH3:24])[C:21]([CH3:27])([CH3:26])[O:20]3)[CH:3]=2)[CH2:9][CH2:10]1)[C:15](=[O:17])[CH3:16], predict the reactants needed to synthesize it. The reactants are: Br[C:2]1[CH:3]=[C:4]([N:8]2[CH2:13][CH2:12][CH:11]([N:14]([CH3:18])[C:15](=[O:17])[CH3:16])[CH2:10][CH2:9]2)[CH:5]=[CH:6][CH:7]=1.[B:19]1([B:19]2[O:23][C:22]([CH3:25])([CH3:24])[C:21]([CH3:27])([CH3:26])[O:20]2)[O:23][C:22]([CH3:25])([CH3:24])[C:21]([CH3:27])([CH3:26])[O:20]1.C([O-])(=O)C. (2) Given the product [CH3:21][N:8]1[C:7]2[C:2](=[N:3][CH:4]=[CH:5][CH:6]=2)[C:15]2[CH:14]=[CH:13][CH:12]=[C:11]([C:16]([F:19])([F:18])[F:17])[C:10]=2[C:9]1=[O:20], predict the reactants needed to synthesize it. The reactants are: Cl[C:2]1[C:7]([N:8]([CH3:21])[C:9](=[O:20])[C:10]2[CH:15]=[CH:14][CH:13]=[CH:12][C:11]=2[C:16]([F:19])([F:18])[F:17])=[CH:6][CH:5]=[CH:4][N:3]=1.C(=O)([O-])[O-].[Na+].[Na+]. (3) Given the product [C:5](/[N:6]=[C:8](\[S:9][CH3:1])/[NH:7][C:10]1[CH:15]=[N:14][C:13]([C:16]([F:19])([F:17])[F:18])=[CH:12][CH:11]=1)#[N:4], predict the reactants needed to synthesize it. The reactants are: [CH3:1][O-].[Na+].[N:4]#[C:5][NH2:6].[N:7]([C:10]1[CH:11]=[CH:12][C:13]([C:16]([F:19])([F:18])[F:17])=[N:14][CH:15]=1)=[C:8]=[S:9].IC. (4) The reactants are: [C:9](O[C:9]([O:11][C:12]([CH3:15])([CH3:14])[CH3:13])=[O:10])([O:11][C:12]([CH3:15])([CH3:14])[CH3:13])=[O:10].[CH3:16][CH:17]1[CH2:22][NH:21][CH2:20][CH2:19][NH:18]1. Given the product [C:12]([O:11][C:9]([N:21]1[CH2:20][CH2:19][NH:18][CH:17]([CH3:16])[CH2:22]1)=[O:10])([CH3:13])([CH3:14])[CH3:15], predict the reactants needed to synthesize it. (5) The reactants are: [Br:1][C:2]1[CH:7]=[C:6]([Cl:8])[CH:5]=[CH:4][N:3]=1.[Li+].CC([N-]C(C)C)C.[O:17]1[CH2:20][C:19](=[O:21])[CH2:18]1.CC(=O)OCC. Given the product [Br:1][C:2]1[C:7]([C:19]2([OH:21])[CH2:20][O:17][CH2:18]2)=[C:6]([Cl:8])[CH:5]=[CH:4][N:3]=1, predict the reactants needed to synthesize it. (6) Given the product [CH2:1]([N:3]1[CH2:8][C:7]([CH3:10])([CH3:9])[O:6][C:5](=[O:11])[CH:4]1[C:23]([CH3:32])([CH3:31])[C:24]([O:26][C:27]([CH3:30])([CH3:29])[CH3:28])=[O:25])[CH3:2], predict the reactants needed to synthesize it. The reactants are: [CH2:1]([N:3]1[CH2:8][C:7]([CH3:10])([CH3:9])[O:6][C:5](=[O:11])[CH2:4]1)[CH3:2].C[Si]([N-][Si](C)(C)C)(C)C.[Li+].Br[C:23]([CH3:32])([CH3:31])[C:24]([O:26][C:27]([CH3:30])([CH3:29])[CH3:28])=[O:25]. (7) Given the product [CH3:9][N:10]([C:11]1[CH:16]=[CH:15][C:14]([CH3:17])=[CH:13][CH:12]=1)[C:2]1[CH:7]=[CH:6][C:5]([OH:8])=[CH:4][CH:3]=1, predict the reactants needed to synthesize it. The reactants are: Br[C:2]1[CH:7]=[CH:6][C:5]([OH:8])=[CH:4][CH:3]=1.[CH3:9][NH:10][C:11]1[CH:16]=[CH:15][C:14]([CH3:17])=[CH:13][CH:12]=1.